This data is from Catalyst prediction with 721,799 reactions and 888 catalyst types from USPTO. The task is: Predict which catalyst facilitates the given reaction. Reactant: FC(F)(F)C(O)=O.[Cl:8][C:9]1[CH:10]=[C:11]([CH:16]2[C:20]([C:23]3[CH:28]=[CH:27][C:26]([Cl:29])=[CH:25][C:24]=3[F:30])([C:21]#[N:22])[CH:19]([CH2:31][C:32]([CH3:35])([CH3:34])[CH3:33])[NH:18][CH:17]2[C:36](O)=[O:37])[CH:12]=[CH:13][C:14]=1[F:15].CC1(C)[O:44][C@H:43]([CH2:45][CH2:46][NH2:47])[CH2:42][O:41]1.CN(C(ON1N=NC2C=CC=NC1=2)=[N+](C)C)C.F[P-](F)(F)(F)(F)F.CCN(C(C)C)C(C)C.Cl. Product: [OH:44][C@@H:43]([CH2:42][OH:41])[CH2:45][CH2:46][NH:47][C:36]([CH:17]1[CH:16]([C:11]2[CH:12]=[CH:13][C:14]([F:15])=[C:9]([Cl:8])[CH:10]=2)[C:20]([C:23]2[CH:28]=[CH:27][C:26]([Cl:29])=[CH:25][C:24]=2[F:30])([C:21]#[N:22])[CH:19]([CH2:31][C:32]([CH3:35])([CH3:33])[CH3:34])[NH:18]1)=[O:37]. The catalyst class is: 539.